This data is from Full USPTO retrosynthesis dataset with 1.9M reactions from patents (1976-2016). The task is: Predict the reactants needed to synthesize the given product. (1) Given the product [CH3:10][O:9][C:7]1[CH:6]=[C:5]([CH2:11][CH:12]([NH:14][CH:15]=[O:16])[CH3:13])[CH:4]=[C:3]([O:2][CH3:1])[CH:8]=1, predict the reactants needed to synthesize it. The reactants are: [CH3:1][O:2][C:3]1[CH:4]=[C:5]([CH2:11][CH:12]([NH2:14])[CH3:13])[CH:6]=[C:7]([O:9][CH3:10])[CH:8]=1.[CH:15](O)=[O:16]. (2) Given the product [ClH:28].[N+:1]([C:4]1[CH:5]=[CH:6][C:7]([C:10]2[S:14][C:13]([CH:15]3[CH2:20][CH2:19][NH:18][CH2:17][CH2:16]3)=[N:12][CH:11]=2)=[CH:8][CH:9]=1)([O-:3])=[O:2], predict the reactants needed to synthesize it. The reactants are: [N+:1]([C:4]1[CH:9]=[CH:8][C:7]([C:10]2[S:14][C:13]([CH:15]3[CH2:20][CH2:19][N:18](C(OC(C)(C)C)=O)[CH2:17][CH2:16]3)=[N:12][CH:11]=2)=[CH:6][CH:5]=1)([O-:3])=[O:2].[ClH:28]. (3) Given the product [CH3:1][C:2]1[N:6]=[C:5]([CH3:7])[N:4]([C:8]2[N:13]=[N:12][CH:11]=[C:10]([C@@H:14]3[CH2:16][C@H:15]3[C:17]3[N:20]([CH3:19])[C:21]4[CH:26]=[CH:25][CH:24]=[CH:23][C:22]=4[N:27]=3)[CH:9]=2)[N:3]=1, predict the reactants needed to synthesize it. The reactants are: [CH3:1][C:2]1[N:6]=[C:5]([CH3:7])[N:4]([C:8]2[N:13]=[N:12][CH:11]=[C:10]([C@@H:14]3[CH2:16][C@H:15]3[CH:17]=O)[CH:9]=2)[N:3]=1.[CH3:19][NH:20][C:21]1[C:22]([NH2:27])=[CH:23][CH:24]=[CH:25][CH:26]=1.CC(O)=O.N.